This data is from Drug-target binding data from BindingDB using Ki measurements. The task is: Regression. Given a target protein amino acid sequence and a drug SMILES string, predict the binding affinity score between them. We predict pKi (pKi = -log10(Ki in M); higher means stronger inhibition). Dataset: bindingdb_ki. The drug is O=c1[nH]c2ccc(Cl)cc2n2nc(-c3ccco3)nc12. The target protein (P0DMS8) has sequence MPNNSTALSLANVTYITMEIFIGLCAIVGNVLVICVVKLNPSLQTTTFYFIVSLALADIAVGVLVMPLAIVVSLGITIHFYSCLFMTCLLLIFTHASIMSLLAIAVDRYLRVKLTVRYKRVTTHRRIWLALGLCWLVSFLVGLTPMFGWNMKLTSEYHRNVTFLSCQFVSVMRMDYMVYFSFLTWIFIPLVVMCAIYLDIFYIIRNKLSLNLSNSKETGAFYGREFKTAKSLFLVLFLFALSWLPLSIINCIIYFNGEVPQLVLYMGILLSHANSMMNPIVYAYKIKKFKETYLLILKACVVCHPSDSLDTSIEKNSE. The pKi is 8.2.